The task is: Predict the product of the given reaction.. This data is from Forward reaction prediction with 1.9M reactions from USPTO patents (1976-2016). (1) Given the reactants [NH2:1][C:2]1[CH:3]=[C:4]([CH2:9][CH2:10][CH2:11][NH:12][C:13](=[O:19])[O:14][C:15]([CH3:18])([CH3:17])[CH3:16])[CH:5]=[N:6][C:7]=1[CH3:8].[CH2:20]([O:27][C:28]([NH:30][C:31](=[N:34][C:35]([O:37][CH2:38][C:39]1[CH:44]=[CH:43][CH:42]=[CH:41][CH:40]=1)=[O:36])SC)=[O:29])[C:21]1[CH:26]=[CH:25][CH:24]=[CH:23][CH:22]=1, predict the reaction product. The product is: [CH2:38]([O:37][C:35](=[O:36])[NH:34]/[C:31](/[NH:1][C:2]1[C:7]([CH3:8])=[N:6][CH:5]=[C:4]([CH2:9][CH2:10][CH2:11][NH:12][C:13]([O:14][C:15]([CH3:16])([CH3:18])[CH3:17])=[O:19])[CH:3]=1)=[N:30]\[C:28](=[O:29])[O:27][CH2:20][C:21]1[CH:26]=[CH:25][CH:24]=[CH:23][CH:22]=1)[C:39]1[CH:40]=[CH:41][CH:42]=[CH:43][CH:44]=1. (2) Given the reactants Br[C:2]1[CH:3]=[CH:4][C:5]2[N:6]([CH:8]=[C:9]([C:11]3[CH:20]=[CH:19][C:18]4[C:13](=[CH:14][CH:15]=[CH:16][CH:17]=4)[CH:12]=3)[N:10]=2)[CH:7]=1.[OH:21][CH2:22][C:23]1[CH:24]=[C:25](B(O)O)[CH:26]=[CH:27][CH:28]=1.C1(C)C=CC=CC=1.C(=O)([O-])[O-].[Na+].[Na+], predict the reaction product. The product is: [CH:12]1[C:13]2[C:18](=[CH:17][CH:16]=[CH:15][CH:14]=2)[CH:19]=[CH:20][C:11]=1[C:9]1[N:10]=[C:5]2[CH:4]=[CH:3][C:2]([C:27]3[CH:28]=[C:23]([CH2:22][OH:21])[CH:24]=[CH:25][CH:26]=3)=[CH:7][N:6]2[CH:8]=1. (3) Given the reactants [F:1][C:2]1[CH:7]=[CH:6][C:5]([CH2:8][OH:9])=[C:4](/[CH:10]=[CH:11]/[C:12]2[CH:17]=[CH:16][C:15]([F:18])=[CH:14][CH:13]=2)[CH:3]=1, predict the reaction product. The product is: [F:1][C:2]1[CH:7]=[CH:6][C:5]([CH2:8][OH:9])=[C:4]([CH2:10][CH2:11][C:12]2[CH:13]=[CH:14][C:15]([F:18])=[CH:16][CH:17]=2)[CH:3]=1.